This data is from Reaction yield outcomes from USPTO patents with 853,638 reactions. The task is: Predict the reaction yield, written as a fraction of the theoretical maximum amount of product (1.0 means a 100% yield; for example, 0.34 means a 34% yield). The reactants are [N:1]([C:12]([CH3:14])=[O:13])([CH2:7]NC(C)=O)[CH2:2][NH:3][C:4]([CH3:6])=[O:5].C1[CH2:19][O:18]CC1.C=[O:21].[C:22]([OH:25])(=[O:24])[CH3:23]. No catalyst specified. The product is [C:12]([N:1]([CH2:2][C:19]([OH:18])=[O:21])[CH2:7][C:22]([OH:25])=[O:24])(=[O:13])[CH3:14].[C:4]([NH:3][CH2:23][C:22]([OH:25])=[O:24])(=[O:5])[CH3:6]. The yield is 0.850.